From a dataset of Full USPTO retrosynthesis dataset with 1.9M reactions from patents (1976-2016). Predict the reactants needed to synthesize the given product. (1) Given the product [CH3:42][O:41][C:39](=[O:40])[NH:30][C:27]1[CH:28]=[N:29][C:24]([N:21]2[CH2:20][CH2:19][N:18]([C:11]3[C:12]4[C:17](=[CH:16][CH:15]=[CH:14][CH:13]=4)[C:8]([CH2:1][C:2]4[CH:7]=[CH:6][CH:5]=[CH:4][CH:3]=4)=[N:9][N:10]=3)[CH2:23][CH2:22]2)=[CH:25][CH:26]=1, predict the reactants needed to synthesize it. The reactants are: [CH2:1]([C:8]1[C:17]2[C:12](=[CH:13][CH:14]=[CH:15][CH:16]=2)[C:11]([N:18]2[CH2:23][CH2:22][N:21]([C:24]3[N:29]=[CH:28][C:27]([NH2:30])=[CH:26][CH:25]=3)[CH2:20][CH2:19]2)=[N:10][N:9]=1)[C:2]1[CH:7]=[CH:6][CH:5]=[CH:4][CH:3]=1.C(N(CC)CC)C.Cl[C:39]([O:41][CH3:42])=[O:40]. (2) Given the product [F:24][C:25]1([F:34])[CH2:30][CH2:29][CH:28]([C:31]([N:6]2[CH2:5][CH2:4][N:3]([C:8]3[N:9]=[N:10][C:11]([C:18]4[CH:19]=[CH:20][CH:21]=[CH:22][CH:23]=4)=[C:12]4[CH:17]=[CH:16][N:15]=[CH:14][C:13]=34)[C@H:2]([CH3:1])[CH2:7]2)=[O:32])[CH2:27][CH2:26]1, predict the reactants needed to synthesize it. The reactants are: [CH3:1][C@@H:2]1[CH2:7][NH:6][CH2:5][CH2:4][N:3]1[C:8]1[N:9]=[N:10][C:11]([C:18]2[CH:23]=[CH:22][CH:21]=[CH:20][CH:19]=2)=[C:12]2[CH:17]=[CH:16][N:15]=[CH:14][C:13]=12.[F:24][C:25]1([F:34])[CH2:30][CH2:29][CH:28]([C:31](O)=[O:32])[CH2:27][CH2:26]1.Cl.C(N=C=NCCCN(C)C)C.N1C2C(=NC=CC=2)N(O)N=1.C(=O)(O)[O-].[Na+]. (3) The reactants are: C[O:2][C:3](=[O:25])[C:4]1[CH:9]=[CH:8][C:7]([O:10][CH2:11][C:12]2[C:13]([C:18]3[CH:23]=[CH:22][C:21]([Cl:24])=[CH:20][N:19]=3)=[N:14][O:15][C:16]=2[CH3:17])=[N:6][CH:5]=1.COC(=O)C1C=CC(OCC2C(C3C=CC=CN=3)=NOC=2C)=NC=1. Given the product [Cl:24][C:21]1[CH:22]=[CH:23][C:18]([C:13]2[C:12]([CH2:11][O:10][C:7]3[CH:8]=[CH:9][C:4]([C:3]([OH:25])=[O:2])=[CH:5][N:6]=3)=[C:16]([CH3:17])[O:15][N:14]=2)=[N:19][CH:20]=1, predict the reactants needed to synthesize it. (4) Given the product [ClH:21].[F:1][C:2]1[CH:3]=[CH:4][C:5]2[N:17]=[C:14]([NH2:15])[C:13]3[CH:12]=[C:11]([CH2:23][CH3:24])[S:10][C:9]=3[NH:8][C:6]=2[CH:7]=1, predict the reactants needed to synthesize it. The reactants are: [F:1][C:2]1[CH:3]=[CH:4][C:5]([N+:17]([O-])=O)=[C:6]([NH:8][C:9]2[S:10][CH:11]=[C:12](C)[C:13]=2[C:14]#[N:15])[CH:7]=1.[Sn](Cl)[Cl:21].[CH2:23](O)[CH3:24]. (5) Given the product [C:1]([O:5][C:6]([N:8]1[CH2:13][CH2:12][CH:11]([O:14][C:15]2[CH:24]=[C:23]3[C:18]([CH:19]=[N:20][C:21]([NH:25][C:26]4[CH:31]=[CH:30][CH:29]=[CH:28][CH:27]=4)=[N:22]3)=[CH:17][C:16]=2[C:44]2[S:45][CH:46]=[C:42]([CH2:41][OH:40])[N:43]=2)[CH2:10][CH2:9]1)=[O:7])([CH3:4])([CH3:3])[CH3:2], predict the reactants needed to synthesize it. The reactants are: [C:1]([O:5][C:6]([N:8]1[CH2:13][CH2:12][CH:11]([O:14][C:15]2[CH:24]=[C:23]3[C:18]([CH:19]=[N:20][C:21]([NH:25][C:26]4[CH:31]=[CH:30][CH:29]=[CH:28][CH:27]=4)=[N:22]3)=[CH:17][C:16]=2Br)[CH2:10][CH2:9]1)=[O:7])([CH3:4])([CH3:3])[CH3:2].[Si]([O:40][CH2:41][C:42]1[N:43]=[C:44]([Sn](CCCC)(CCCC)CCCC)[S:45][CH:46]=1)(C(C)(C)C)(C)C.